Dataset: Forward reaction prediction with 1.9M reactions from USPTO patents (1976-2016). Task: Predict the product of the given reaction. (1) Given the reactants [OH:1][CH2:2][C:3]1[CH:12]=[CH:11][CH:10]=[C:9]2[C:4]=1[CH:5]=[CH:6][C:7](O)=[N:8]2.[C:14](=O)([O-])[O-:15].[K+].[K+].CI.O, predict the reaction product. The product is: [OH:1][CH2:2][C:3]1[CH:12]=[CH:11][C:10]([O:15][CH3:14])=[C:9]2[C:4]=1[CH:5]=[CH:6][CH:7]=[N:8]2. (2) Given the reactants [F:1][C:2]1[CH:7]=[CH:6][C:5]([S:8](Cl)(=[O:10])=[O:9])=[CH:4][CH:3]=1.[NH2:12][CH2:13][CH:14]1[CH2:19][CH2:18][CH:17]([CH2:20][NH2:21])[CH2:16][CH2:15]1.C(N(C(C)C)CC)(C)C, predict the reaction product. The product is: [NH2:12][CH2:13][CH:14]1[CH2:19][CH2:18][CH:17]([CH2:20][NH:21][S:8]([C:5]2[CH:6]=[CH:7][C:2]([F:1])=[CH:3][CH:4]=2)(=[O:10])=[O:9])[CH2:16][CH2:15]1. (3) The product is: [CH3:16][C:14]1([CH3:17])[CH2:13][C:7]2[CH:8]=[C:9]3[N:5]([CH2:4][CH2:3][NH:2][C:10]3=[O:11])[C:6]=2[CH2:15]1. Given the reactants Cl.[NH2:2][CH2:3][CH2:4][N:5]1[C:9]([C:10](O)=[O:11])=[CH:8][C:7]2[CH2:13][C:14]([CH3:17])([CH3:16])[CH2:15][C:6]1=2.[O-]CC.[Na+], predict the reaction product.